This data is from Retrosynthesis with 50K atom-mapped reactions and 10 reaction types from USPTO. The task is: Predict the reactants needed to synthesize the given product. (1) The reactants are: CCOCCBr.Clc1ncnc2cc(-c3ccco3)[nH]c12. Given the product CCOCCn1c(-c2ccco2)cc2ncnc(Cl)c21, predict the reactants needed to synthesize it. (2) The reactants are: CS(C)(=O)=Nc1ccc2c(n1)CNC2.C[Si](C)(C)CCOCn1c(O[C@@H]2CO[C@@H]3[C@H](O)CO[C@H]23)nc2cc(Cl)c(-c3ccc(Br)cc3)nc21. Given the product C[Si](C)(C)CCOCn1c(O[C@@H]2CO[C@@H]3[C@H](O)CO[C@H]23)nc2cc(Cl)c(-c3ccc(N4Cc5ccc(N=S(C)(C)=O)nc5C4)cc3)nc21, predict the reactants needed to synthesize it.